Dataset: Full USPTO retrosynthesis dataset with 1.9M reactions from patents (1976-2016). Task: Predict the reactants needed to synthesize the given product. Given the product [F:1][C:2]([F:15])([C:9]1[CH:14]=[CH:13][CH:12]=[CH:11][CH:10]=1)[CH2:3][O:4][CH2:5][CH2:6][CH:7]=[O:8], predict the reactants needed to synthesize it. The reactants are: [F:1][C:2]([F:15])([C:9]1[CH:14]=[CH:13][CH:12]=[CH:11][CH:10]=1)[CH2:3][O:4][CH2:5][CH2:6][CH2:7][OH:8].C1(CCCCOCCC=O)C=CC=CC=1.